Dataset: NCI-60 drug combinations with 297,098 pairs across 59 cell lines. Task: Regression. Given two drug SMILES strings and cell line genomic features, predict the synergy score measuring deviation from expected non-interaction effect. (1) Drug 1: C1=NC2=C(N=C(N=C2N1C3C(C(C(O3)CO)O)F)Cl)N. Drug 2: CC(C)(C#N)C1=CC(=CC(=C1)CN2C=NC=N2)C(C)(C)C#N. Cell line: ACHN. Synergy scores: CSS=-3.31, Synergy_ZIP=0.642, Synergy_Bliss=-1.97, Synergy_Loewe=-3.43, Synergy_HSA=-4.73. (2) Drug 1: CC1C(C(CC(O1)OC2CC(OC(C2O)C)OC3=CC4=CC5=C(C(=O)C(C(C5)C(C(=O)C(C(C)O)O)OC)OC6CC(C(C(O6)C)O)OC7CC(C(C(O7)C)O)OC8CC(C(C(O8)C)O)(C)O)C(=C4C(=C3C)O)O)O)O. Drug 2: CC12CCC3C(C1CCC2O)C(CC4=C3C=CC(=C4)O)CCCCCCCCCS(=O)CCCC(C(F)(F)F)(F)F. Cell line: A498. Synergy scores: CSS=47.3, Synergy_ZIP=-1.48, Synergy_Bliss=-0.910, Synergy_Loewe=-33.8, Synergy_HSA=-1.08. (3) Drug 1: CCCS(=O)(=O)NC1=C(C(=C(C=C1)F)C(=O)C2=CNC3=C2C=C(C=N3)C4=CC=C(C=C4)Cl)F. Drug 2: C1=C(C(=O)NC(=O)N1)N(CCCl)CCCl. Cell line: ACHN. Synergy scores: CSS=63.9, Synergy_ZIP=6.62, Synergy_Bliss=5.98, Synergy_Loewe=5.19, Synergy_HSA=7.27.